Dataset: Forward reaction prediction with 1.9M reactions from USPTO patents (1976-2016). Task: Predict the product of the given reaction. (1) Given the reactants Cl.[F:2][C:3]1[CH:8]=[CH:7][C:6]([C@@H:9]2[O:14][CH2:13][CH2:12][NH:11][CH2:10]2)=[CH:5][CH:4]=1.C(N(CC)CC)C.[CH:22]([C:24]1[CH:29]=[CH:28][C:27]([C@H:30]([NH:32][S:33]([CH3:36])(=[O:35])=[O:34])[CH3:31])=[CH:26][CH:25]=1)=O.C(O)(=O)C.C(O[BH-](OC(=O)C)OC(=O)C)(=O)C.[Na+].C(=O)(O)[O-].[Na+], predict the reaction product. The product is: [F:2][C:3]1[CH:4]=[CH:5][C:6]([C@@H:9]2[O:14][CH2:13][CH2:12][N:11]([CH2:22][C:24]3[CH:25]=[CH:26][C:27]([C@H:30]([NH:32][S:33]([CH3:36])(=[O:35])=[O:34])[CH3:31])=[CH:28][CH:29]=3)[CH2:10]2)=[CH:7][CH:8]=1. (2) Given the reactants [Cl:1][C:2]1[CH:3]=[C:4]([CH:8]2[C:13]([C:14]([N:16]([CH2:26][C:27]([O:29]C)=[O:28])[CH2:17][CH:18]=[CH:19][C:20]3[CH:25]=[CH:24][CH:23]=[CH:22][CH:21]=3)=[O:15])=[C:12]([CH3:31])[NH:11][C:10](=[O:32])[NH:9]2)[CH:5]=[CH:6][CH:7]=1.[OH-].[Na+], predict the reaction product. The product is: [Cl:1][C:2]1[CH:3]=[C:4]([CH:8]2[C:13]([C:14]([N:16]([CH2:26][C:27]([OH:29])=[O:28])[CH2:17][CH:18]=[CH:19][C:20]3[CH:25]=[CH:24][CH:23]=[CH:22][CH:21]=3)=[O:15])=[C:12]([CH3:31])[NH:11][C:10](=[O:32])[NH:9]2)[CH:5]=[CH:6][CH:7]=1. (3) Given the reactants [C:1]([O:5][C:6]([N:8]=[C:9]([NH:35][C:36]([O:38][C:39]([CH3:42])([CH3:41])[CH3:40])=[O:37])[NH:10][CH2:11][CH2:12][C:13]1[O:17][C:16]([C@@H:18]2[CH2:24][CH2:23][C@@H:22]3[CH2:25][N:19]2[C:20](=[O:34])[N:21]3[O:26]CC2C=CC=CC=2)=[N:15][N:14]=1)=[O:7])([CH3:4])([CH3:3])[CH3:2], predict the reaction product. The product is: [OH:26][N:21]1[C:20](=[O:34])[N:19]2[CH2:25][C@H:22]1[CH2:23][CH2:24][C@H:18]2[C:16]1[O:17][C:13]([CH2:12][CH2:11][NH:10][C:9]([NH:35][C:36]([O:38][C:39]([CH3:42])([CH3:41])[CH3:40])=[O:37])=[N:8][C:6]([O:5][C:1]([CH3:4])([CH3:2])[CH3:3])=[O:7])=[N:14][N:15]=1. (4) Given the reactants [CH2:1]([N:8]([CH2:19][CH2:20][O:21][Si](C(C)(C)C)(C)C)[C:9](=[O:18])[C:10]1[CH:15]=[CH:14][N+:13]([O-:16])=[CH:12][C:11]=1[F:17])[C:2]1[CH:7]=[CH:6][CH:5]=[CH:4][CH:3]=1.Cl, predict the reaction product. The product is: [CH2:1]([N:8]([CH2:19][CH2:20][OH:21])[C:9](=[O:18])[C:10]1[CH:15]=[CH:14][N+:13]([O-:16])=[CH:12][C:11]=1[F:17])[C:2]1[CH:7]=[CH:6][CH:5]=[CH:4][CH:3]=1. (5) Given the reactants [CH:1]([N-:4][CH:5]([CH3:7])C)([CH3:3])C.[Li+].[O:9]1CCC[CH2:10]1.C(N(CC)C([O:19][C:20]1[CH:25]=[CH:24][CH:23]=[C:22]([O:26][CH3:27])[C:21]=1[CH3:28])=O)C.C1(C)C=CC=CC=1, predict the reaction product. The product is: [CH2:5]([N:4]([CH2:1][CH3:3])[C:10](=[O:9])[CH2:28][C:21]1[C:22]([O:26][CH3:27])=[CH:23][CH:24]=[CH:25][C:20]=1[OH:19])[CH3:7].